From a dataset of NCI-60 drug combinations with 297,098 pairs across 59 cell lines. Regression. Given two drug SMILES strings and cell line genomic features, predict the synergy score measuring deviation from expected non-interaction effect. (1) Drug 1: C1=NC2=C(N1)C(=S)N=C(N2)N. Drug 2: CS(=O)(=O)CCNCC1=CC=C(O1)C2=CC3=C(C=C2)N=CN=C3NC4=CC(=C(C=C4)OCC5=CC(=CC=C5)F)Cl. Cell line: SK-MEL-5. Synergy scores: CSS=40.8, Synergy_ZIP=3.10, Synergy_Bliss=6.47, Synergy_Loewe=-11.8, Synergy_HSA=0.545. (2) Drug 1: CN(C)N=NC1=C(NC=N1)C(=O)N. Cell line: A549. Drug 2: CC1=C(C(CCC1)(C)C)C=CC(=CC=CC(=CC(=O)O)C)C. Synergy scores: CSS=14.3, Synergy_ZIP=-4.76, Synergy_Bliss=-2.48, Synergy_Loewe=-13.6, Synergy_HSA=-2.57. (3) Drug 1: CNC(=O)C1=NC=CC(=C1)OC2=CC=C(C=C2)NC(=O)NC3=CC(=C(C=C3)Cl)C(F)(F)F. Drug 2: C1C(C(OC1N2C=NC3=C2NC=NCC3O)CO)O. Cell line: PC-3. Synergy scores: CSS=4.42, Synergy_ZIP=-2.88, Synergy_Bliss=-0.361, Synergy_Loewe=-0.601, Synergy_HSA=-0.754.